This data is from Catalyst prediction with 721,799 reactions and 888 catalyst types from USPTO. The task is: Predict which catalyst facilitates the given reaction. (1) Reactant: CC(C)C(N[C:16]([CH:18]1[CH2:22][CH:21]([CH2:23][CH2:24][CH2:25][CH2:26][CH3:27])[CH2:20][N:19]1[CH2:28][C:29]1[N:30]([CH2:34][C:35]2[CH:40]=[CH:39][CH:38]=[CH:37][CH:36]=2)[CH:31]=[CH:32][N:33]=1)=[O:17])C1C(O)C(O)C(O)C(SC)O1.C1CC=CCC=1.CC[OH:50]. Product: [CH2:34]([N:30]1[CH:31]=[CH:32][N:33]=[C:29]1[CH2:28][N:19]1[CH2:20][CH:21]([CH2:23][CH:24]=[CH:25][CH2:26][CH3:27])[CH2:22][CH:18]1[C:16]([OH:50])=[O:17])[C:35]1[CH:40]=[CH:39][CH:38]=[CH:37][CH:36]=1. The catalyst class is: 45. (2) Reactant: [Cl:1][C:2]1[CH:3]=[C:4]([CH:13]=[CH:14][CH:15]=1)[C:5]([C:7]1[CH:12]=[CH:11][CH:10]=[CH:9][CH:8]=1)=[O:6].[BH4-].[Na+]. Product: [Cl:1][C:2]1[CH:3]=[C:4]([CH:5]([C:7]2[CH:12]=[CH:11][CH:10]=[CH:9][CH:8]=2)[OH:6])[CH:13]=[CH:14][CH:15]=1. The catalyst class is: 353. (3) Reactant: [N:1]1([CH2:8][CH2:9][O:10][C:11]2[CH:16]=[CH:15][C:14]([C:17]([C:19]3[C:28]4[C:23](=[CH:24][C:25]([OH:29])=[CH:26][CH:27]=4)[CH:22]=[CH:21][C:20]=3[C:30]3[CH:35]=[C:34]([F:36])[CH:33]=[CH:32][C:31]=3[F:37])=[O:18])=[CH:13][CH:12]=2)[CH2:7][CH2:6][CH2:5][CH2:4][CH2:3][CH2:2]1.C([BH-](CC)CC)C.[Li+].C(=O)(O)[O-].[Na+].C(Cl)(Cl)Cl.C(O)(C)C. Product: [N:1]1([CH2:8][CH2:9][O:10][C:11]2[CH:16]=[CH:15][C:14]([CH:17]([OH:18])[C:19]3[C:20]([C:30]4[CH:35]=[C:34]([F:36])[CH:33]=[CH:32][C:31]=4[F:37])=[CH:21][CH:22]=[C:23]4[C:28]=3[CH:27]=[CH:26][C:25]([OH:29])=[CH:24]4)=[CH:13][CH:12]=2)[CH2:7][CH2:6][CH2:5][CH2:4][CH2:3][CH2:2]1. The catalyst class is: 1.